Dataset: Full USPTO retrosynthesis dataset with 1.9M reactions from patents (1976-2016). Task: Predict the reactants needed to synthesize the given product. (1) Given the product [O:29]1[C:3]2[CH:4]=[CH:5][C:6]3[C:7]4[CH:8]=[CH:9][CH:10]=[CH:11][C:12]=4[CH:13]=[CH:14][C:15]=3[C:2]=2[N:1]=[CH:17]1, predict the reactants needed to synthesize it. The reactants are: [NH2:1][C:2]1[C:15]2[CH:14]=[CH:13][C:12]3[C:7](=[CH:8][CH:9]=[CH:10][CH:11]=3)[C:6]=2[CH:5]=[CH:4][C:3]=1S.[CH2:17]([O:29]S([O-])(=O)=O)CCCCCCCCCCC.[Na+].C(OC=O)=O. (2) The reactants are: [C:1]([C:5]1[CH:10]=[CH:9][C:8]([C:11]2[N:16]=[C:15](SC)[N:14]=[C:13]([NH:19][C:20]3[CH:29]=[CH:28][C:23]4[O:24][CH2:25][CH2:26][O:27][C:22]=4[CH:21]=3)[CH:12]=2)=[CH:7][CH:6]=1)([CH3:4])([CH3:3])[CH3:2].C1C=C(Cl)C=C([C:37](OO)=[O:38])C=1. Given the product [C:1]([C:5]1[CH:10]=[CH:9][C:8]([C:11]2[N:16]=[C:15]([O:38][CH3:37])[N:14]=[C:13]([NH:19][C:20]3[CH:29]=[CH:28][C:23]4[O:24][CH2:25][CH2:26][O:27][C:22]=4[CH:21]=3)[CH:12]=2)=[CH:7][CH:6]=1)([CH3:4])([CH3:3])[CH3:2], predict the reactants needed to synthesize it.